Dataset: Forward reaction prediction with 1.9M reactions from USPTO patents (1976-2016). Task: Predict the product of the given reaction. (1) Given the reactants [NH2:1][CH2:2][C:3]1[CH:12]=[CH:11][C:6]([C:7]([O:9][CH3:10])=[O:8])=[CH:5][CH:4]=1.C(N(CC)CC)C.[Cl:20][C:21]1[S:25][C:24]([S:26](Cl)(=[O:28])=[O:27])=[CH:23][CH:22]=1, predict the reaction product. The product is: [Cl:20][C:21]1[S:25][C:24]([S:26]([NH:1][CH2:2][C:3]2[CH:4]=[CH:5][C:6]([C:7]([O:9][CH3:10])=[O:8])=[CH:11][CH:12]=2)(=[O:28])=[O:27])=[CH:23][CH:22]=1. (2) Given the reactants [C:1]1([CH:7]2[O:11][N:10]=[C:9]([C:12]3[N:13]=[C:14]([C:17]4[CH:22]=[CH:21][N:20]=[CH:19][CH:18]=4)[S:15][CH:16]=3)[CH2:8]2)[CH:6]=[CH:5][CH:4]=[CH:3][CH:2]=1.[CH2:23](Br)[C:24]1[CH:29]=[CH:28][CH:27]=[CH:26][CH:25]=1.[BH4-].[Na+].Cl, predict the reaction product. The product is: [C:1]1([CH:7]2[O:11][N:10]=[C:9]([C:12]3[N:13]=[C:14]([C:17]4[CH2:18][CH2:19][N:20]([CH2:23][C:24]5[CH:29]=[CH:28][CH:27]=[CH:26][CH:25]=5)[CH2:21][CH:22]=4)[S:15][CH:16]=3)[CH2:8]2)[CH:2]=[CH:3][CH:4]=[CH:5][CH:6]=1.